The task is: Predict the reaction yield, written as a fraction of the theoretical maximum amount of product (1.0 means a 100% yield; for example, 0.34 means a 34% yield).. This data is from Reaction yield outcomes from USPTO patents with 853,638 reactions. (1) The reactants are Cl.[NH2:2][C@H:3]([C:5]1[C:6](=[O:16])[NH:7][C:8]2[C:13]([CH:14]=1)=[CH:12][C:11]([Cl:15])=[CH:10][CH:9]=2)[CH3:4].F[C:18]1[CH:25]=[CH:24][C:21]([C:22]#[N:23])=[C:20]([O:26][CH3:27])[N:19]=1.CCN(C(C)C)C(C)C. The catalyst is CS(C)=O. The product is [Cl:15][C:11]1[CH:12]=[C:13]2[C:8](=[CH:9][CH:10]=1)[NH:7][C:6](=[O:16])[C:5]([C@@H:3]([NH:2][C:18]1[CH:25]=[CH:24][C:21]([C:22]#[N:23])=[C:20]([O:26][CH3:27])[N:19]=1)[CH3:4])=[CH:14]2. The yield is 0.721. (2) The reactants are [NH2:1][C:2]1[C:6]([Br:7])=[C:5]([C:8]2[CH:13]=[CH:12][CH:11]=[CH:10][CH:9]=2)[S:4][C:3]=1[C:14]([O:16]C)=O.[Cl:18][CH2:19][C:20]#[N:21]. The catalyst is Cl.O1CCOCC1. The product is [Br:7][C:6]1[C:2]2[N:1]=[C:20]([CH2:19][Cl:18])[NH:21][C:14](=[O:16])[C:3]=2[S:4][C:5]=1[C:8]1[CH:9]=[CH:10][CH:11]=[CH:12][CH:13]=1. The yield is 0.590. (3) The reactants are P(Cl)(Cl)([Cl:3])=O.[Cl:6][C:7]1[CH:8]=[C:9]([C:13]2[C:14]3[CH:22]=[C:21]([CH3:23])[S:20][C:15]=3[N:16]=[C:17](O)[N:18]=2)[CH:10]=[CH:11][CH:12]=1. The catalyst is CN(C=O)C. The product is [Cl:3][C:17]1[N:18]=[C:13]([C:9]2[CH:10]=[CH:11][CH:12]=[C:7]([Cl:6])[CH:8]=2)[C:14]2[CH:22]=[C:21]([CH3:23])[S:20][C:15]=2[N:16]=1. The yield is 0.350. (4) The reactants are [Cl:1][C:2]1[N:7]=[C:6]([C:8]2[S:12][C:11]([CH:13]([CH3:15])[CH3:14])=[N:10][C:9]=2[C:16]2[C:17]([F:29])=[C:18]([NH:22]C(=O)OCC=C)[CH:19]=[CH:20][CH:21]=2)[CH:5]=[CH:4][N:3]=1.CC(O)=O.C([SnH](CCCC)CCCC)CCC. The catalyst is C(Cl)Cl.Cl[Pd](Cl)([P](C1C=CC=CC=1)(C1C=CC=CC=1)C1C=CC=CC=1)[P](C1C=CC=CC=1)(C1C=CC=CC=1)C1C=CC=CC=1. The product is [Cl:1][C:2]1[N:7]=[C:6]([C:8]2[S:12][C:11]([CH:13]([CH3:15])[CH3:14])=[N:10][C:9]=2[C:16]2[C:17]([F:29])=[C:18]([CH:19]=[CH:20][CH:21]=2)[NH2:22])[CH:5]=[CH:4][N:3]=1. The yield is 0.876. (5) The reactants are [Br:1][C:2]1[CH:9]=[CH:8][C:5]([CH2:6]Br)=[CH:4][CH:3]=1.[C-:10]#[N:11].[Na+]. The catalyst is CN(C=O)C.O. The product is [Br:1][C:2]1[CH:9]=[CH:8][C:5]([CH2:6][C:10]#[N:11])=[CH:4][CH:3]=1. The yield is 0.890. (6) The reactants are C([O:8][CH2:9][C:10]1[S:11][CH:12]=[C:13]([C:15]2[CH:20]=[CH:19][C:18]([Cl:21])=[CH:17][CH:16]=2)[N:14]=1)C1C=CC=CC=1.B(Br)(Br)Br.C([O-])(O)=O.[Na+]. The catalyst is C(Cl)Cl. The product is [Cl:21][C:18]1[CH:17]=[CH:16][C:15]([C:13]2[N:14]=[C:10]([CH2:9][OH:8])[S:11][CH:12]=2)=[CH:20][CH:19]=1. The yield is 0.570. (7) The reactants are [Cl:1][C:2]1[CH:3]=[CH:4][C:5]([CH2:8][O:9][C:10]2[CH:15]=[CH:14][N:13]([C:16]3[CH:17]=[CH:18][C:19]4[C:20]5[CH2:29][N:28](C(OC(C)(C)C)=O)[CH2:27][CH2:26][C:21]=5[N:22]([CH3:25])[C:23]=4[CH:24]=3)[C:12](=[O:37])[CH:11]=2)=[N:6][CH:7]=1.C1(N)C(F)=C(F)C(F)=C(N)C=1F.[ClH:50].Cl. No catalyst specified. The product is [ClH:1].[ClH:50].[Cl:1][C:2]1[CH:3]=[CH:4][C:5]([CH2:8][O:9][C:10]2[CH:15]=[CH:14][N:13]([C:16]3[CH:17]=[CH:18][C:19]4[C:20]5[CH2:29][NH:28][CH2:27][CH2:26][C:21]=5[N:22]([CH3:25])[C:23]=4[CH:24]=3)[C:12](=[O:37])[CH:11]=2)=[N:6][CH:7]=1. The yield is 0.970. (8) The reactants are C[Si](C[Si](Br)(C)C)(C)C.[CH:10]1[C:22]2[N:21]([CH2:23][CH2:24][CH2:25][P:26](=[O:33])([O:30]CC)[O:27]CC)[C:20]3[C:15](=[CH:16][CH:17]=[CH:18][CH:19]=3)[C:14]=2[CH:13]=[CH:12][CH:11]=1. The catalyst is C(Cl)Cl. The product is [CH:10]1[C:22]2[N:21]([CH2:23][CH2:24][CH2:25][P:26](=[O:27])([OH:30])[OH:33])[C:20]3[C:15](=[CH:16][CH:17]=[CH:18][CH:19]=3)[C:14]=2[CH:13]=[CH:12][CH:11]=1. The yield is 0.780.